Dataset: Catalyst prediction with 721,799 reactions and 888 catalyst types from USPTO. Task: Predict which catalyst facilitates the given reaction. (1) Reactant: [CH2:1]([O:3][C:4]([C:6]1[O:14][C:13]2[C:12]([F:15])=[CH:11][N:10]=[CH:9][C:8]=2[C:7]=1[NH2:16])=[O:5])[CH3:2].Br[C:18]1[CH:23]=[CH:22][C:21]([S:24][CH3:25])=[CH:20][C:19]=1[F:26].CC1(C)C2C(=C(P(C3C=CC=CC=3)C3C=CC=CC=3)C=CC=2)OC2C(P(C3C=CC=CC=3)C3C=CC=CC=3)=CC=CC1=2.[O-]P([O-])([O-])=O.[K+].[K+].[K+]. The catalyst class is: 101. Product: [CH2:1]([O:3][C:4]([C:6]1[O:14][C:13]2[C:12]([F:15])=[CH:11][N:10]=[CH:9][C:8]=2[C:7]=1[NH:16][C:18]1[CH:23]=[CH:22][C:21]([S:24][CH3:25])=[CH:20][C:19]=1[F:26])=[O:5])[CH3:2]. (2) Reactant: C[O:2][C:3]1[C:4]([CH3:31])=[C:5]([C:22]([O:29]C)=[C:23]([O:27][CH3:28])[C:24]=1[O:25][CH3:26])[CH2:6][C:7]1[CH:15]=[CH:14][C:10]([C:11]([OH:13])=[O:12])=[C:9]([C:16]2[CH:21]=[CH:20][CH:19]=[CH:18][CH:17]=2)[CH:8]=1.O=[N+]([O-])[O-].[O-][N+](=O)[O-].[O-][N+](=O)[O-].[O-][N+](=O)[O-].[O-][N+](=O)[O-].[O-][N+](=O)[O-].[Ce+4].[NH4+].[NH4+]. Product: [CH3:26][O:25][C:24]1[C:3](=[O:2])[C:4]([CH3:31])=[C:5]([CH2:6][C:7]2[CH:15]=[CH:14][C:10]([C:11]([OH:13])=[O:12])=[C:9]([C:16]3[CH:21]=[CH:20][CH:19]=[CH:18][CH:17]=3)[CH:8]=2)[C:22](=[O:29])[C:23]=1[O:27][CH3:28]. The catalyst class is: 47. (3) Reactant: Br[C:2]1[N:6]([CH2:7][C:8]2[CH:13]=[CH:12][CH:11]=[CH:10][C:9]=2[F:14])[N:5]=[C:4]([C:15]2[CH:20]=[CH:19][CH:18]=[CH:17][N:16]=2)[N:3]=1.[NH:21]1[CH2:24][CH2:23][CH2:22]1.[OH-].[Na+]. Product: [N:21]1([C:2]2[N:6]([CH2:7][C:8]3[CH:13]=[CH:12][CH:11]=[CH:10][C:9]=3[F:14])[N:5]=[C:4]([C:15]3[CH:20]=[CH:19][CH:18]=[CH:17][N:16]=3)[N:3]=2)[CH2:24][CH2:23][CH2:22]1. The catalyst class is: 44. (4) Reactant: [N+:1]([C:4]1[CH:5]=[C:6]([CH:30]=[C:31]([C:33]([F:36])([F:35])[F:34])[CH:32]=1)[C:7]([NH:9][C:10]1[CH:11]=[C:12]([C:16]2[N:21]3[N:22]=[CH:23][C:24]([C:25]([O:27][CH2:28][CH3:29])=[O:26])=[C:20]3[N:19]=[CH:18][CH:17]=2)[CH:13]=[CH:14][CH:15]=1)=[O:8])([O-])=O.[Cl-].[NH4+]. Product: [NH2:1][C:4]1[CH:5]=[C:6]([CH:30]=[C:31]([C:33]([F:36])([F:35])[F:34])[CH:32]=1)[C:7]([NH:9][C:10]1[CH:11]=[C:12]([C:16]2[N:21]3[N:22]=[CH:23][C:24]([C:25]([O:27][CH2:28][CH3:29])=[O:26])=[C:20]3[N:19]=[CH:18][CH:17]=2)[CH:13]=[CH:14][CH:15]=1)=[O:8]. The catalyst class is: 190. (5) Reactant: [CH3:1][NH:2][C:3]([NH2:5])=[O:4].[C:6](O)(=[O:11])[CH2:7][C:8](O)=[O:9].C(OC(=O)C)(=O)C. Product: [CH3:1][N:2]1[C:8](=[O:9])[CH2:7][C:6](=[O:11])[NH:5][C:3]1=[O:4]. The catalyst class is: 15. (6) Reactant: I[C:2]1[CH:7]=[N:6][C:5]([O:8][CH2:9][CH:10]2[CH2:15][CH2:14][N:13]([CH2:16][C:17]3([C:21]([F:24])([F:23])[F:22])[CH2:20][CH2:19][CH2:18]3)[CH2:12][CH2:11]2)=[CH:4][N:3]=1.[CH2:25]([O:27][C:28]([C:30]1[CH:35]=[CH:34][C:33](B(O)O)=[CH:32][C:31]=1[F:39])=[O:29])[CH3:26].C([O-])([O-])=O.[Cs+].[Cs+].O1CCOCC1. Product: [F:39][C:31]1[CH:32]=[C:33]([C:2]2[CH:7]=[N:6][C:5]([O:8][CH2:9][CH:10]3[CH2:15][CH2:14][N:13]([CH2:16][C:17]4([C:21]([F:24])([F:23])[F:22])[CH2:20][CH2:19][CH2:18]4)[CH2:12][CH2:11]3)=[CH:4][N:3]=2)[CH:34]=[CH:35][C:30]=1[C:28]([O:27][CH2:25][CH3:26])=[O:29]. The catalyst class is: 6.